From a dataset of NCI-60 drug combinations with 297,098 pairs across 59 cell lines. Regression. Given two drug SMILES strings and cell line genomic features, predict the synergy score measuring deviation from expected non-interaction effect. Synergy scores: CSS=26.7, Synergy_ZIP=-3.64, Synergy_Bliss=8.91, Synergy_Loewe=7.15, Synergy_HSA=9.15. Drug 1: CC1C(C(CC(O1)OC2CC(CC3=C2C(=C4C(=C3O)C(=O)C5=C(C4=O)C(=CC=C5)OC)O)(C(=O)C)O)N)O.Cl. Drug 2: CCN(CC)CCCC(C)NC1=C2C=C(C=CC2=NC3=C1C=CC(=C3)Cl)OC. Cell line: HS 578T.